Predict the reactants needed to synthesize the given product. From a dataset of Full USPTO retrosynthesis dataset with 1.9M reactions from patents (1976-2016). (1) Given the product [Cl:1][CH2:2][CH2:3][C:4]1[CH:5]=[CH:6][C:7]([C:10]2[C:14]([C:15]([OH:17])=[O:16])=[CH:13][O:12][N:11]=2)=[CH:8][CH:9]=1, predict the reactants needed to synthesize it. The reactants are: [Cl:1][CH2:2][CH2:3][C:4]1[CH:9]=[CH:8][C:7]([C:10]2[C:14]([C:15]([O:17]C)=[O:16])=[CH:13][O:12][N:11]=2)=[CH:6][CH:5]=1.O.[OH-].[Li+]. (2) Given the product [Cl:2][C:3]1[CH:15]=[CH:14][C:6]([O:7][CH2:8][C:9]([OH:11])=[O:10])=[C:5]([N:16]2[CH2:17][CH2:18][N:19]([S:28]([C:22]3[CH:27]=[CH:26][CH:25]=[CH:24][CH:23]=3)(=[O:30])=[O:29])[CH2:20][CH2:21]2)[CH:4]=1, predict the reactants needed to synthesize it. The reactants are: Cl.[Cl:2][C:3]1[CH:15]=[CH:14][C:6]([O:7][CH2:8][C:9]([O:11]CC)=[O:10])=[C:5]([N:16]2[CH2:21][CH2:20][NH:19][CH2:18][CH2:17]2)[CH:4]=1.[C:22]1([S:28](Cl)(=[O:30])=[O:29])[CH:27]=[CH:26][CH:25]=[CH:24][CH:23]=1.C(N(CC)CC)C.Cl.